This data is from Reaction yield outcomes from USPTO patents with 853,638 reactions. The task is: Predict the reaction yield, written as a fraction of the theoretical maximum amount of product (1.0 means a 100% yield; for example, 0.34 means a 34% yield). (1) The product is [F:1][C:2]1[CH:3]=[C:4]([CH:31]=[C:32]([F:34])[CH:33]=1)[CH2:5][C@H:6]([NH:23][C:24](=[O:30])[CH3:35])[C@H:7]([OH:22])[CH2:8][NH:9][C:10]1([CH3:21])[C:19]2[C:14](=[CH:15][CH:16]=[C:17]([I:20])[CH:18]=2)[O:13][CH2:12][CH2:11]1. The reactants are [F:1][C:2]1[CH:3]=[C:4]([CH:31]=[C:32]([F:34])[CH:33]=1)[CH2:5][C@H:6]([NH:23][C:24](=[O:30])OC(C)(C)C)[C@H:7]([OH:22])[CH2:8][NH:9][C:10]1([CH3:21])[C:19]2[C:14](=[CH:15][CH:16]=[C:17]([I:20])[CH:18]=2)[O:13][CH2:12][CH2:11]1.[C:35](O)(C(F)(F)F)=O.C(Cl)Cl.CCN(CC)CC.C(C1NC=CN=1)(=O)C. The catalyst is C(Cl)Cl. The yield is 0.840. (2) The reactants are [Cl-].O[NH3+:3].[C:4](=[O:7])([O-])[OH:5].[Na+].CS(C)=O.[CH3:13][C:14]1([O:52][Si](CC)(CC)CC)[CH2:16][CH:15]1[O:17][C@H:18]1[CH2:23][CH2:22][C@H:21]([N:24]2[C:29](=[O:30])[C:28]([CH2:31][C:32]3[CH:37]=[CH:36][C:35]([C:38]4[C:39]([C:44]#[N:45])=[CH:40][CH:41]=[CH:42][CH:43]=4)=[CH:34][CH:33]=3)=[C:27]([CH2:46][CH2:47][CH3:48])[N:26]3[N:49]=[CH:50][CH:51]=[C:25]23)[CH2:20][CH2:19]1. The catalyst is C(OCC)(=O)C. The product is [OH:52][C@:14]1([CH3:13])[CH2:16][C@H:15]1[O:17][C@H:18]1[CH2:23][CH2:22][C@H:21]([N:24]2[C:29](=[O:30])[C:28]([CH2:31][C:32]3[CH:37]=[CH:36][C:35]([C:38]4[CH:43]=[CH:42][CH:41]=[CH:40][C:39]=4[C:44]4[NH:45][C:4](=[O:7])[O:5][N:3]=4)=[CH:34][CH:33]=3)=[C:27]([CH2:46][CH2:47][CH3:48])[N:26]3[N:49]=[CH:50][CH:51]=[C:25]23)[CH2:20][CH2:19]1. The yield is 0.200. (3) The reactants are [CH:1]1(P(C2CCCCC2)C2C=CC=CC=2C2C=CC=CC=2)[CH2:6]CCC[CH2:2]1.[CH3:26]N(C)C(=O)C.[CH2:32]1[CH2:42][CH2:41][N:40]2[C:35](=[N:36][CH2:37][CH2:38][CH2:39]2)[CH2:34][CH2:33]1.[OH2:43]. The catalyst is C([O-])(=O)C.[Pd+2].C([O-])(=O)C. The product is [CH3:26][C:38]1[CH:37]=[N:36][C:35]2[NH:40][C:41]3[C:33]([C:34]=2[CH:39]=1)=[CH:6][CH:1]=[CH:2][C:42]=3[CH2:32][OH:43]. The yield is 0.884.